This data is from Forward reaction prediction with 1.9M reactions from USPTO patents (1976-2016). The task is: Predict the product of the given reaction. (1) Given the reactants [F:1][C:2]1[CH:30]=[C:29]([N+:31]([O-])=O)[CH:28]=[CH:27][C:3]=1[O:4][C:5]1[CH:10]=[C:9]([NH:11][C:12]([N:14]2[CH2:19][CH2:18][N:17]([CH:20]3[CH2:25][CH2:24][N:23]([CH3:26])[CH2:22][CH2:21]3)[CH2:16][CH2:15]2)=[O:13])[N:8]=[CH:7][N:6]=1, predict the reaction product. The product is: [NH2:31][C:29]1[CH:28]=[CH:27][C:3]([O:4][C:5]2[CH:10]=[C:9]([NH:11][C:12]([N:14]3[CH2:19][CH2:18][N:17]([CH:20]4[CH2:21][CH2:22][N:23]([CH3:26])[CH2:24][CH2:25]4)[CH2:16][CH2:15]3)=[O:13])[N:8]=[CH:7][N:6]=2)=[C:2]([F:1])[CH:30]=1. (2) Given the reactants [CH3:1]C(C)([O-])C.[K+].[CH2:7]([O:9][C:10]1[CH:24]=[CH:23][C:13]2[CH:14]3[CH2:20][CH2:19][CH:18]([CH:21]=O)[CH2:17][CH:15]3[O:16][C:12]=2[C:11]=1[F:25])[CH3:8].O.Cl, predict the reaction product. The product is: [CH2:7]([O:9][C:10]1[CH:24]=[CH:23][C:13]2[CH:14]3[CH2:20][CH2:19][CH:18]([CH:21]=[CH2:1])[CH2:17][CH:15]3[O:16][C:12]=2[C:11]=1[F:25])[CH3:8].